Predict the product of the given reaction. From a dataset of Forward reaction prediction with 1.9M reactions from USPTO patents (1976-2016). (1) Given the reactants [C:1]([O:5][C:6](=[O:44])[CH:7]([NH:13][C:14]([CH:16]1[CH2:28][C:27]2[C:26]3[C:21](=[CH:22][CH:23]=[CH:24][CH:25]=3)[NH:20][C:19]=2[CH2:18][N:17]1[S:29]([C:32]1[CH:37]=[CH:36][C:35]([C:38]2C=CC=CC=2)=[CH:34][CH:33]=1)(=[O:31])=[O:30])=[O:15])[CH2:8][CH2:9][CH2:10][CH2:11][NH2:12])([CH3:4])([CH3:3])[CH3:2].C(O)(C(F)(F)F)=O, predict the reaction product. The product is: [C:1]([O:5][C:6](=[O:44])[CH:7]([NH:13][C:14]([CH:16]1[CH2:28][C:27]2[C:26]3[C:21](=[CH:22][CH:23]=[CH:24][CH:25]=3)[NH:20][C:19]=2[CH2:18][N:17]1[S:29]([C:32]1[CH:37]=[CH:36][C:35]([CH3:38])=[CH:34][CH:33]=1)(=[O:31])=[O:30])=[O:15])[CH2:8][CH2:9][CH2:10][CH2:11][NH2:12])([CH3:4])([CH3:3])[CH3:2]. (2) Given the reactants [H-].[Al+3].[Li+].[H-].[H-].[H-].[NH2:7][C@@H:8]([C:14]1[CH:19]=[CH:18][CH:17]=[CH:16][CH:15]=1)[C@H:9]([CH3:13])[C:10]([NH2:12])=O, predict the reaction product. The product is: [CH3:13][C@@H:9]([C@H:8]([C:14]1[CH:19]=[CH:18][CH:17]=[CH:16][CH:15]=1)[NH2:7])[CH2:10][NH2:12]. (3) Given the reactants [CH3:1][C:2]1[S:3][C:4]([C:8](O)=O)=[C:5]([CH3:7])[N:6]=1.CN(C(ON1N=NC2C=CC=NC1=2)=[N+](C)C)C.F[P-](F)(F)(F)(F)F.C(N(CC)C(C)C)(C)C.[Br:44][C:45]1[CH:46]=[C:47]([NH2:52])[C:48]([NH2:51])=[CH:49][CH:50]=1, predict the reaction product. The product is: [Br:44][C:45]1[CH:50]=[CH:49][C:48]2[N:51]=[C:8]([C:4]3[S:3][C:2]([CH3:1])=[N:6][C:5]=3[CH3:7])[NH:52][C:47]=2[CH:46]=1. (4) Given the reactants [Cl:1][C:2]1[CH:3]=[CH:4][C:5]([CH2:12][CH3:13])=[C:6]([CH:11]=1)[C:7]([O:9][CH3:10])=[O:8].[N+:14]([O-])([OH:16])=[O:15], predict the reaction product. The product is: [Cl:1][C:2]1[CH:3]=[C:4]([N+:14]([O-:16])=[O:15])[C:5]([CH2:12][CH3:13])=[C:6]([CH:11]=1)[C:7]([O:9][CH3:10])=[O:8].